From a dataset of Reaction yield outcomes from USPTO patents with 853,638 reactions. Predict the reaction yield, written as a fraction of the theoretical maximum amount of product (1.0 means a 100% yield; for example, 0.34 means a 34% yield). (1) The reactants are N[C:2]1[CH:7]=[CH:6][CH:5]=[CH:4][C:3]=1[S:8]([NH:11][C:12]1[CH:13]=[C:14]([O:22][CH3:23])[CH:15]=[C:16]2[C:21]=1[N:20]=[CH:19][CH:18]=[CH:17]2)(=[O:10])=[O:9].C(O)(=O)C.N(OC(C)(C)C)=O. No catalyst specified. The product is [CH3:23][O:22][C:14]1[CH:15]=[C:16]2[C:21]([N:20]=[CH:19][CH:18]=[CH:17]2)=[C:12]2[C:13]=1[C:4]1[C:3]([S:8](=[O:10])(=[O:9])[NH:11]2)=[CH:2][CH:7]=[CH:6][CH:5]=1. The yield is 0.360. (2) The catalyst is COCCOC.C([O-])(=O)C.[Pd+2].C([O-])(=O)C. The yield is 0.740. The product is [O:12]1[CH2:13][CH2:14][CH2:15][CH2:16][CH:11]1[N:6]1[C:7]2[C:3](=[C:2]([B:17]3[O:21][C:20]([CH3:23])([CH3:22])[C:19]([CH3:25])([CH3:24])[O:18]3)[CH:10]=[CH:9][CH:8]=2)[CH:4]=[N:5]1. The reactants are Br[C:2]1[CH:10]=[CH:9][CH:8]=[C:7]2[C:3]=1[CH:4]=[N:5][N:6]2[CH:11]1[CH2:16][CH2:15][CH2:14][CH2:13][O:12]1.[B:17]1([B:17]2[O:21][C:20]([CH3:23])([CH3:22])[C:19]([CH3:25])([CH3:24])[O:18]2)[O:21][C:20]([CH3:23])([CH3:22])[C:19]([CH3:25])([CH3:24])[O:18]1.P([O-])([O-])([O-])=O.[K+].[K+].[K+].C1(P(C2C=CC=CC=2)C2C=CC=CC=2)C=CC=CC=1. (3) The catalyst is O1CCCC1.C1C=CC(P(C2C=CC=CC=2)[C-]2C=CC=C2)=CC=1.C1C=CC(P(C2C=CC=CC=2)[C-]2C=CC=C2)=CC=1.Cl[Pd]Cl.[Fe+2]. The reactants are [CH3:1][C:2]([CH3:15])([CH3:14])[C:3]#[C:4]B(OC(C)C)OC(C)C.Br[C:17]1[C:26]2[C:21](=[CH:22][CH:23]=[CH:24][CH:25]=2)[C:20]([C:27]([NH:29][S:30]([C:33]2[CH:38]=[CH:37][CH:36]=[CH:35][C:34]=2[S:39](=[O:42])(=[O:41])[NH2:40])(=[O:32])=[O:31])=[O:28])=[CH:19][CH:18]=1.C(=O)([O-])[O-].[K+].[K+].O. The yield is 0.0900. The product is [CH3:15][C:2]([CH3:1])([CH3:14])[C:3]#[C:4][C:17]1[C:26]2[C:21](=[CH:22][CH:23]=[CH:24][CH:25]=2)[C:20]([C:27]([NH:29][S:30]([C:33]2[CH:38]=[CH:37][CH:36]=[CH:35][C:34]=2[S:39](=[O:41])(=[O:42])[NH2:40])(=[O:31])=[O:32])=[O:28])=[CH:19][CH:18]=1. (4) The reactants are Cl[CH2:2][C:3]1[N:4]=[C:5]2[S:12][C:11]([CH3:13])=[C:10]([C:14]([NH:16][CH3:17])=[O:15])[N:6]2[C:7](=[O:9])[CH:8]=1.[I-].[K+].C(=O)([O-])[O-].[K+].[K+].[CH:26]1([C:29]2[NH:33][N:32]=[C:31]([C:34]([F:37])([F:36])[F:35])[CH:30]=2)[CH2:28][CH2:27]1. The catalyst is CC#N. The product is [CH:26]1([C:29]2[N:33]([CH2:2][C:3]3[N:4]=[C:5]4[S:12][C:11]([CH3:13])=[C:10]([C:14]([NH:16][CH3:17])=[O:15])[N:6]4[C:7](=[O:9])[CH:8]=3)[N:32]=[C:31]([C:34]([F:36])([F:37])[F:35])[CH:30]=2)[CH2:27][CH2:28]1.[CH:26]1([C:29]2[CH:30]=[C:31]([C:34]([F:36])([F:37])[F:35])[N:32]([CH2:2][C:3]3[N:4]=[C:5]4[S:12][C:11]([CH3:13])=[C:10]([C:14]([NH:16][CH3:17])=[O:15])[N:6]4[C:7](=[O:9])[CH:8]=3)[N:33]=2)[CH2:27][CH2:28]1. The yield is 0.330. (5) The reactants are O=C1CCC(=O)N1[O:8][C:9](=O)[CH2:10][C:11]#[N:12].[NH:14]1[CH2:19][CH2:18][CH2:17][C@@H:16]([NH:20][C:21]2[CH:26]=[CH:25][N:24]=[C:23]([C:27]3[CH:28]=[N:29][N:30]4[CH:35]=[CH:34][C:33]([C:36]#[N:37])=[CH:32][C:31]=34)[N:22]=2)[CH2:15]1. The catalyst is C(O)C. The product is [C:11]([CH2:10][C:9]([N:14]1[CH2:19][CH2:18][CH2:17][C@@H:16]([NH:20][C:21]2[CH:26]=[CH:25][N:24]=[C:23]([C:27]3[CH:28]=[N:29][N:30]4[CH:35]=[CH:34][C:33]([C:36]#[N:37])=[CH:32][C:31]=34)[N:22]=2)[CH2:15]1)=[O:8])#[N:12]. The yield is 0.270. (6) The reactants are O[C:2]1[CH:7]=[C:6](OCOC)[CH:5]=[CH:4][C:3]=1[C:12](=[O:14])[CH3:13].CO[C:17]1N=[CH:21][C:20]([CH:23]=O)=[CH:19][CH:18]=1.[OH-].[K+].O.[CH3:28]CO. No catalyst specified. The product is [C:20]1([CH:23]=[CH:13][C:12]([C:3]2[CH:4]=[CH:5][CH:6]=[CH:7][CH:2]=2)=[O:14])[CH:21]=[CH:28][CH:17]=[CH:18][CH:19]=1. The yield is 0.340. (7) The reactants are C([O:5][C:6](=[O:37])[CH2:7][C:8]([O:10][C@H:11]([C:22]1[CH:27]=[CH:26][C:25]([O:28][CH:29]([F:31])[F:30])=[C:24]([O:32][CH2:33][CH:34]2[CH2:36][CH2:35]2)[CH:23]=1)[CH2:12][C:13]1[C:18]([Cl:19])=[CH:17][N+:16]([O-:20])=[CH:15][C:14]=1[Cl:21])=[O:9])(C)(C)C.C(O)(C(F)(F)F)=O. The catalyst is C(Cl)Cl. The product is [C:6]([CH2:7][C:8]([O:10][C@H:11]([C:22]1[CH:27]=[CH:26][C:25]([O:28][CH:29]([F:31])[F:30])=[C:24]([O:32][CH2:33][CH:34]2[CH2:35][CH2:36]2)[CH:23]=1)[CH2:12][C:13]1[C:18]([Cl:19])=[CH:17][N+:16]([O-:20])=[CH:15][C:14]=1[Cl:21])=[O:9])([OH:37])=[O:5]. The yield is 1.00. (8) The reactants are [Br:1][C:2]1[C:11]2[C:6](=[CH:7][CH:8]=[CH:9][CH:10]=2)[C:5](=[O:12])[N:4]([C:13]2[CH:21]=[CH:20][C:16]([C:17](O)=[O:18])=[CH:15][CH:14]=2)[N:3]=1.[C:22](N1C=CN=C1)([N:24]1C=CN=C1)=O.CN. The catalyst is CN(C=O)C.C1COCC1. The product is [Br:1][C:2]1[C:11]2[C:6](=[CH:7][CH:8]=[CH:9][CH:10]=2)[C:5](=[O:12])[N:4]([C:13]2[CH:21]=[CH:20][C:16]([C:17]([NH:24][CH3:22])=[O:18])=[CH:15][CH:14]=2)[N:3]=1. The yield is 0.770.